This data is from Catalyst prediction with 721,799 reactions and 888 catalyst types from USPTO. The task is: Predict which catalyst facilitates the given reaction. (1) Reactant: [NH2:1][CH2:2][CH:3]([NH:16][C:17](=[O:23])[O:18][C:19]([CH3:22])([CH3:21])[CH3:20])[CH2:4][NH:5][C:6](=[O:15])[O:7][CH2:8][C:9]1[CH:14]=[CH:13][CH:12]=[CH:11][CH:10]=1.C(N(CC)CC)C.[C:31](OC(=O)C)(=[O:33])[CH3:32]. Product: [C:31]([NH:1][CH2:2][CH:3]([NH:16][C:17](=[O:23])[O:18][C:19]([CH3:20])([CH3:22])[CH3:21])[CH2:4][NH:5][C:6](=[O:15])[O:7][CH2:8][C:9]1[CH:10]=[CH:11][CH:12]=[CH:13][CH:14]=1)(=[O:33])[CH3:32]. The catalyst class is: 124. (2) Reactant: [NH2:1][CH:2]([CH2:12][C:13]1[CH:18]=[CH:17][CH:16]=[C:15]([C:19]([F:22])([F:21])[CH3:20])[CH:14]=1)[CH:3]([C:5]1[CH:10]=[CH:9][C:8]([F:11])=[CH:7][CH:6]=1)[OH:4].[C:23]1([C:34](O)=[O:35])[CH:24]=[CH:25][CH:26]=[C:27]2[CH2:33][CH2:32][CH2:31][CH:30]=[CH:29][C:28]=12.O.ON1C2C=CC=CC=2N=N1.Cl.C(N=C=NCCCN(C)C)C. Product: [F:21][C:19]([C:15]1[CH:14]=[C:13]([CH:18]=[CH:17][CH:16]=1)[CH2:12][CH:2]([NH:1][C:34]([C:23]1[CH:24]=[CH:25][CH:26]=[C:27]2[CH2:33][CH2:32][CH2:31][CH:30]=[CH:29][C:28]=12)=[O:35])[CH:3]([C:5]1[CH:10]=[CH:9][C:8]([F:11])=[CH:7][CH:6]=1)[OH:4])([F:22])[CH3:20]. The catalyst class is: 115. (3) Reactant: C([O:3][C:4](=[O:46])[C:5]([CH3:45])([CH3:44])[CH2:6][C:7]1[N:8]([CH2:29][C:30]2[CH:35]=[CH:34][C:33]([C:36]3[CH:37]=[N:38][C:39]([O:42][CH3:43])=[CH:40][CH:41]=3)=[CH:32][CH:31]=2)[C:9]2[C:14]([C:15]=1[S:16][C:17]([CH3:20])([CH3:19])[CH3:18])=[CH:13][C:12]([O:21][CH2:22][C:23]1[CH:28]=[CH:27][CH:26]=[CH:25][N:24]=1)=[CH:11][CH:10]=2)C.CO.[OH-].[Li+]. Product: [C:17]([S:16][C:15]1[C:14]2[C:9](=[CH:10][CH:11]=[C:12]([O:21][CH2:22][C:23]3[CH:28]=[CH:27][CH:26]=[CH:25][N:24]=3)[CH:13]=2)[N:8]([CH2:29][C:30]2[CH:35]=[CH:34][C:33]([C:36]3[CH:37]=[N:38][C:39]([O:42][CH3:43])=[CH:40][CH:41]=3)=[CH:32][CH:31]=2)[C:7]=1[CH2:6][C:5]([CH3:45])([CH3:44])[C:4]([OH:46])=[O:3])([CH3:20])([CH3:18])[CH3:19]. The catalyst class is: 1. (4) Reactant: [O:1]=[C:2]([CH3:17])[CH2:3][CH2:4][C:5]1[CH:6]=[CH:7][C:8]2[N:9]([C:11]([C:14]([OH:16])=O)=[CH:12][N:13]=2)[CH:10]=1.C(Cl)(=O)C(Cl)=O.CN(C)C=O.[F:29][C:30]1([F:47])[CH2:33][CH:32]([C:34]2[O:38][N:37]=[C:36]([C:39]3[CH:40]=[CH:41][C:42]([CH3:46])=[C:43]([CH:45]=3)[NH2:44])[N:35]=2)[CH2:31]1. Product: [F:47][C:30]1([F:29])[CH2:31][CH:32]([C:34]2[O:38][N:37]=[C:36]([C:39]3[CH:40]=[CH:41][C:42]([CH3:46])=[C:43]([NH:44][C:14]([C:11]4[N:9]5[CH:10]=[C:5]([CH2:4][CH2:3][C:2](=[O:1])[CH3:17])[CH:6]=[CH:7][C:8]5=[N:13][CH:12]=4)=[O:16])[CH:45]=3)[N:35]=2)[CH2:33]1. The catalyst class is: 272.